Dataset: Catalyst prediction with 721,799 reactions and 888 catalyst types from USPTO. Task: Predict which catalyst facilitates the given reaction. (1) Reactant: [CH2:1]1[O:9][C:8]2[CH:7]=[CH:6][C:5]([CH:10]3[C:18]4[C:13](=[CH:14][CH:15]=[CH:16][CH:17]=4)[CH:12]([C:19]4[CH:24]=[CH:23][C:22]5[O:25][CH2:26][O:27][C:21]=5[CH:20]=4)[CH:11]3[C:28]([O:30]CC)=[O:29])=[CH:4][C:3]=2[O:2]1.C1OC2C=CC(C3C4C(=CC=CC=4)C(C4C=CC5OCOC=5C=4)=C3C(OCC)=O)=CC=2O1. Product: [CH2:1]1[O:9][C:8]2[CH:7]=[CH:6][C:5]([CH:10]3[C:18]4[C:13](=[CH:14][CH:15]=[CH:16][CH:17]=4)[CH:12]([C:19]4[CH:24]=[CH:23][C:22]5[O:25][CH2:26][O:27][C:21]=5[CH:20]=4)[CH:11]3[C:28]([OH:30])=[O:29])=[CH:4][C:3]=2[O:2]1. The catalyst class is: 5. (2) Reactant: C([Li])CCC.[CH3:6][O:7][C:8]1[CH:13]=[CH:12][C:11]([C:14]2[S:15][CH:16]=[CH:17][CH:18]=2)=[CH:10][CH:9]=1.[CH2:19]([Sn:23](Cl)([CH2:28][CH2:29][CH2:30][CH3:31])[CH2:24][CH2:25][CH2:26][CH3:27])[CH2:20][CH2:21][CH3:22]. Product: [CH2:28]([Sn:23]([CH2:19][CH2:20][CH2:21][CH3:22])([CH2:24][CH2:25][CH2:26][CH3:27])[C:16]1[S:15][C:14]([C:11]2[CH:10]=[CH:9][C:8]([O:7][CH3:6])=[CH:13][CH:12]=2)=[CH:18][CH:17]=1)[CH2:29][CH2:30][CH3:31]. The catalyst class is: 7. (3) Reactant: [C:1]([O:5][C:6]([N:8]1[CH2:13][CH2:12][O:11][C@H:10]([CH:14](Br)[C:15]2[CH:16]=[N:17][C:18]([O:21][CH3:22])=[CH:19][CH:20]=2)[CH2:9]1)=[O:7])([CH3:4])([CH3:3])[CH3:2]. Product: [C:1]([O:5][C:6]([N:8]1[CH2:13][CH2:12][O:11][C@H:10]([CH2:14][C:15]2[CH:16]=[N:17][C:18]([O:21][CH3:22])=[CH:19][CH:20]=2)[CH2:9]1)=[O:7])([CH3:3])([CH3:4])[CH3:2]. The catalyst class is: 381.